This data is from Reaction yield outcomes from USPTO patents with 853,638 reactions. The task is: Predict the reaction yield, written as a fraction of the theoretical maximum amount of product (1.0 means a 100% yield; for example, 0.34 means a 34% yield). (1) The reactants are [Br:1][C:2]1[CH:3]=[C:4]([CH:8]=[C:9]([I:11])[CH:10]=1)[C:5](O)=[O:6].C(N(C(C)C)CC)(C)C.C1(P([N:35]=[N+:36]=[N-:37])(C2C=CC=CC=2)=O)C=CC=CC=1. The catalyst is CO. The product is [Br:1][C:2]1[CH:3]=[C:4]([CH:8]=[C:9]([I:11])[CH:10]=1)[C:5]([N:35]=[N+:36]=[N-:37])=[O:6]. The yield is 0.960. (2) The reactants are [I-].[CH3:2][S+](C)(C)=O.[H-].[Na+].[CH3:9][O:10][C:11]1[CH:25]=[CH:24][C:14]([C:15]([N:17]2[CH2:22][CH2:21][C:20](=[O:23])[CH2:19][CH2:18]2)=[O:16])=[CH:13][CH:12]=1. The catalyst is CS(C)=O. The product is [CH3:9][O:10][C:11]1[CH:12]=[CH:13][C:14]([C:15]([N:17]2[CH2:22][CH2:21][C:20]3([O:23][CH2:2]3)[CH2:19][CH2:18]2)=[O:16])=[CH:24][CH:25]=1. The yield is 0.710. (3) The reactants are [Cl:1][C:2]1[CH:3]=[C:4]([CH:12]([CH2:16][CH:17]2[CH2:21][CH2:20][CH2:19][CH2:18]2)[C:13]([OH:15])=O)[CH:5]=[CH:6][C:7]=1[S:8]([CH3:11])(=[O:10])=[O:9].C(Cl)(=O)C(Cl)=O.[NH2:28][C:29]1[CH:38]=[CH:37][C:36]2[C:31](=[CH:32][CH:33]=[CH:34][CH:35]=2)[N:30]=1.N1C=CC=CC=1. The catalyst is C(Cl)Cl.CN(C)C=O.O. The product is [Cl:1][C:2]1[CH:3]=[C:4]([CH:12]([CH2:16][CH:17]2[CH2:21][CH2:20][CH2:19][CH2:18]2)[C:13]([NH:28][C:29]2[CH:38]=[CH:37][C:36]3[C:31](=[CH:32][CH:33]=[CH:34][CH:35]=3)[N:30]=2)=[O:15])[CH:5]=[CH:6][C:7]=1[S:8]([CH3:11])(=[O:9])=[O:10]. The yield is 0.660. (4) The reactants are CC1C=CC(S(O[CH2:12][C:13]2([OH:27])[C:17]3=[C:18]([Cl:26])[CH:19]=[N:20][C:21]4[CH:22]=[CH:23][C:24](=[O:25])[N:15]([C:16]=43)[CH2:14]2)(=O)=O)=CC=1.[NH:28]1[CH2:33][CH2:32][CH:31]([NH:34][C:35](=[O:41])[O:36][C:37]([CH3:40])([CH3:39])[CH3:38])[CH2:30][CH2:29]1.C(=O)([O-])[O-].[Na+].[Na+]. The catalyst is C(O)C. The product is [Cl:26][C:18]1[CH:19]=[N:20][C:21]2[CH:22]=[CH:23][C:24](=[O:25])[N:15]3[CH2:14][C:13]([CH2:12][N:28]4[CH2:29][CH2:30][CH:31]([NH:34][C:35](=[O:41])[O:36][C:37]([CH3:39])([CH3:38])[CH3:40])[CH2:32][CH2:33]4)([OH:27])[C:17]=1[C:16]=23. The yield is 0.820. (5) The reactants are [CH2:1]([C:5]1[N:10]=[C:9]([CH3:11])[N:8]([CH2:12][C:13](=O)[C:14]([CH3:17])([CH3:16])[CH3:15])[C:7](=[O:19])[C:6]=1[CH2:20][C:21]1[CH:26]=[CH:25][C:24]([C:27]2[CH:32]=[CH:31][CH:30]=[CH:29][C:28]=2[C:33]2[NH:37][C:36](=[O:38])[O:35][N:34]=2)=[CH:23][C:22]=1[F:39])[CH2:2][CH2:3][CH3:4].Cl.[NH2:41][O:42][CH:43]([CH3:45])[CH3:44].N1C=CC=CC=1. The catalyst is C(OCC)(=O)C. The product is [CH2:1]([C:5]1[N:10]=[C:9]([CH3:11])[N:8]([CH2:12]/[C:13](=[N:41]\[O:42][CH:43]([CH3:45])[CH3:44])/[C:14]([CH3:15])([CH3:16])[CH3:17])[C:7](=[O:19])[C:6]=1[CH2:20][C:21]1[CH:26]=[CH:25][C:24]([C:27]2[CH:32]=[CH:31][CH:30]=[CH:29][C:28]=2[C:33]2[NH:37][C:36](=[O:38])[O:35][N:34]=2)=[CH:23][C:22]=1[F:39])[CH2:2][CH2:3][CH3:4]. The yield is 0.220. (6) The reactants are [OH:1][C:2]1[CH:7]=[C:6]([CH3:8])O[C:4](=[O:9])[CH:3]=1.[NH2:10][CH2:11][C:12]1[CH:17]=[CH:16][CH:15]=[CH:14][N:13]=1. The catalyst is O. The product is [OH:1][C:2]1[CH:7]=[C:6]([CH3:8])[N:10]([CH2:11][C:12]2[CH:17]=[CH:16][CH:15]=[CH:14][N:13]=2)[C:4](=[O:9])[CH:3]=1. The yield is 0.920. (7) The reactants are [Br:1][CH2:2][CH2:3][CH2:4][CH2:5][CH2:6][CH2:7][CH2:8][CH2:9]C=O.[CH3:12][O:13][CH:14](OC)[O:15][CH3:16].Cl. The catalyst is O1CCOCC1.C(=O)(O)[O-].[Na+].CO. The product is [Br:1][CH2:2][CH2:3][CH2:4][CH2:5][CH2:6][CH2:7][CH2:8][CH2:9][CH:14]([O:15][CH3:16])[O:13][CH3:12]. The yield is 0.970. (8) The yield is 0.840. The product is [CH3:1][O:2][C:3](=[O:44])[CH2:4][C@H:5]([OH:43])[CH2:6][C@H:7]([OH:42])[CH:8]=[CH:9][C:10]1[N:11]([CH:39]([CH3:40])[CH3:41])[C:12]([C:29](=[O:38])[NH:30][C:31]2[CH:32]=[CH:33][C:34]([F:37])=[CH:35][CH:36]=2)=[C:13]([C:22]2[CH:27]=[CH:26][C:25]([F:28])=[CH:24][CH:23]=2)[C:14]=1[C:15]1[CH:16]=[CH:17][C:18]([F:21])=[CH:19][CH:20]=1. The reactants are [CH3:1][O:2][C:3](=[O:44])[CH2:4][C@H:5]([OH:43])[CH2:6][C:7](=[O:42])[CH:8]=[CH:9][C:10]1[N:11]([CH:39]([CH3:41])[CH3:40])[C:12]([C:29](=[O:38])[NH:30][C:31]2[CH:36]=[CH:35][C:34]([F:37])=[CH:33][CH:32]=2)=[C:13]([C:22]2[CH:27]=[CH:26][C:25]([F:28])=[CH:24][CH:23]=2)[C:14]=1[C:15]1[CH:20]=[CH:19][C:18]([F:21])=[CH:17][CH:16]=1.C([SiH](CC)OC)C.[BH4-].[Na+]. The catalyst is C1COCC1.C(O)(=O)C.CO. (9) The reactants are FC(F)(F)C(OC(=O)C(F)(F)F)=O.[NH2:14][C:15](=O)[CH2:16][CH:17]1[C:43]2[C:38](=[CH:39][CH:40]=[CH:41][CH:42]=2)[C:19]2([CH2:24][CH2:23][N:22]([C:25]([NH:27][CH:28]3[CH:35]4CC5C[CH:33]([CH2:37][CH:29]3C5)[CH2:34]4)=[O:26])[CH2:21][CH2:20]2)[CH2:18]1.N1C=CC=CC=1. The catalyst is O1CCOCC1.O. The product is [C:15]([CH2:16][CH:17]1[C:43]2[C:38](=[CH:39][CH:40]=[CH:41][CH:42]=2)[C:19]2([CH2:24][CH2:23][N:22]([C:25]([NH:27][CH:28]3[CH2:35][CH2:34][CH2:33][CH2:37][CH2:29]3)=[O:26])[CH2:21][CH2:20]2)[CH2:18]1)#[N:14]. The yield is 0.180. (10) The reactants are [NH2:1][C:2]1[CH:7]=[CH:6][C:5]([CH:8]2[C:17]([CH3:19])([CH3:18])[CH2:16][C:15]3[C:10](=[CH:11][CH:12]=[C:13]([C:20]([O:22][CH3:23])=[O:21])[CH:14]=3)[NH:9]2)=[CH:4][CH:3]=1.C(N(CC)C(C)C)(C)C.[F:33][C:34]1[CH:42]=[CH:41][C:37]([C:38](Cl)=[O:39])=[CH:36][CH:35]=1. The catalyst is ClCCl. The product is [F:33][C:34]1[CH:42]=[CH:41][C:37]([C:38]([NH:1][C:2]2[CH:3]=[CH:4][C:5]([CH:8]3[C:17]([CH3:18])([CH3:19])[CH2:16][C:15]4[C:10](=[CH:11][CH:12]=[C:13]([C:20]([O:22][CH3:23])=[O:21])[CH:14]=4)[NH:9]3)=[CH:6][CH:7]=2)=[O:39])=[CH:36][CH:35]=1. The yield is 0.370.